Dataset: HIV replication inhibition screening data with 41,000+ compounds from the AIDS Antiviral Screen. Task: Binary Classification. Given a drug SMILES string, predict its activity (active/inactive) in a high-throughput screening assay against a specified biological target. (1) The drug is Cc1cc(O)c2cc3ccc4c5nc(C)cc(O)c5cc5ccc(c2n1)c3c54. The result is 0 (inactive). (2) The molecule is CCCC[Sn](CCCC)(OC(=O)c1ccc(OC)c(OC)c1OC)O[Sn](CCCC)(CCCC)OC(=O)c1ccc(OC)c(OC)c1OC. The result is 0 (inactive). (3) The molecule is CCC[Pb](CCC)(CCC)NS(=O)(=O)c1ccc(C)cc1. The result is 0 (inactive).